From a dataset of Catalyst prediction with 721,799 reactions and 888 catalyst types from USPTO. Predict which catalyst facilitates the given reaction. (1) Reactant: C(OC(N1C[C@H:10](O)[CH2:9][C@H:8]1[CH2:13]O[Si](C(C)(C)C)(C)C)=O)C=C.C(OC1C=C(OC)C(C(N2CC(=C)CC2CO[Si](C(C)(C)C)(C)C)=O)=CC=1[N+]([O-])=O)CCOC1C=C(OC)C(C(N2CC(=C)CC2CO[Si](C(C)(C)C)(C)C)=O)=CC=1[N+]([O-])=O.[CH2:83]([O:86][C:87]([N:89]1[CH2:93][C@H:92]([OH:94])[CH2:91][C@H:90]1[C:95]([OH:97])=[O:96])=[O:88])[CH:84]=[CH2:85].C(OC(N1C[C@H](O)C[C@H]1CO)=O)C=C.NC1C=CC(I)=CC=1C(N1CC(=C)C[C@H]1CO)=O. Product: [CH2:83]([O:86][C:87]([N:89]1[CH2:93][C@H:92]([OH:94])[CH2:91][C@H:90]1[C:95]([OH:97])=[O:96])=[O:88])[C:84]1[CH:10]=[CH:9][CH:8]=[CH:13][CH:85]=1. The catalyst class is: 5. (2) Reactant: [F:1][C:2]1[CH:11]=[C:10]2[C:5]([N:6]=[CH:7][C:8](=[O:12])[NH:9]2)=[CH:4][CH:3]=1.[H-].[Na+].[N+:15]([C:18]1[CH:23]=[CH:22][CH:21]=[CH:20][C:19]=1[S:24]([N:27]1[CH2:29][CH:28]1[C@H:30]1[CH2:35][CH2:34][C@H:33]([NH:36][C:37](=[O:43])[O:38][C:39]([CH3:42])([CH3:41])[CH3:40])[CH2:32][CH2:31]1)(=[O:26])=[O:25])([O-:17])=[O:16]. Product: [F:1][C:2]1[CH:11]=[C:10]2[C:5]([N:6]=[CH:7][C:8](=[O:12])[N:9]2[CH2:29][CH:28]([C@H:30]2[CH2:35][CH2:34][C@H:33]([NH:36][C:37](=[O:43])[O:38][C:39]([CH3:42])([CH3:41])[CH3:40])[CH2:32][CH2:31]2)[NH:27][S:24]([C:19]2[CH:20]=[CH:21][CH:22]=[CH:23][C:18]=2[N+:15]([O-:17])=[O:16])(=[O:25])=[O:26])=[CH:4][CH:3]=1. The catalyst class is: 3.